Dataset: Catalyst prediction with 721,799 reactions and 888 catalyst types from USPTO. Task: Predict which catalyst facilitates the given reaction. (1) Reactant: [N:1]#[C:2][Br:3].[F:4][C:5]([F:12])([F:11])[C@@:6]([CH3:10])([NH2:9])[CH2:7][NH2:8].C(O)C. Product: [BrH:3].[CH3:10][C@@:6]1([C:5]([F:12])([F:11])[F:4])[CH2:7][NH:8][C:2]([NH2:1])=[N:9]1. The catalyst class is: 545. (2) Reactant: Cl[C:2]1[C:7]([C:8]([O:10][CH2:11][CH3:12])=[O:9])=[CH:6][N:5]=[C:4]([Cl:13])[CH:3]=1.[CH3:14][O:15][C:16]1[CH:21]=[C:20]([O:22][CH3:23])[CH:19]=[CH:18][C:17]=1[CH2:24][NH2:25]. Product: [Cl:13][C:4]1[CH:3]=[C:2]([NH:25][CH2:24][C:17]2[CH:18]=[CH:19][C:20]([O:22][CH3:23])=[CH:21][C:16]=2[O:15][CH3:14])[C:7]([C:8]([O:10][CH2:11][CH3:12])=[O:9])=[CH:6][N:5]=1. The catalyst class is: 23. (3) Product: [F:1][C:2]1[CH:3]=[C:4]([NH:22][C:23](=[O:35])[C:24]([NH:26][CH2:27][CH2:28][C:29]2[CH:30]=[CH:31][CH:32]=[CH:33][CH:34]=2)=[O:25])[CH:5]=[CH:6][C:7]=1[O:8][C:9]1[C:18]2[C:13](=[CH:14][C:15]([O:21][CH2:38][CH2:39][CH2:40][N:41]3[CH2:46][CH2:45][O:44][CH2:43][CH2:42]3)=[C:16]([O:19][CH3:20])[CH:17]=2)[N:12]=[CH:11][CH:10]=1. Reactant: [F:1][C:2]1[CH:3]=[C:4]([NH:22][C:23](=[O:35])[C:24]([NH:26][CH2:27][CH2:28][C:29]2[CH:34]=[CH:33][CH:32]=[CH:31][CH:30]=2)=[O:25])[CH:5]=[CH:6][C:7]=1[O:8][C:9]1[C:18]2[C:13](=[CH:14][C:15]([OH:21])=[C:16]([O:19][CH3:20])[CH:17]=2)[N:12]=[CH:11][CH:10]=1.Cl.Cl[CH2:38][CH2:39][CH2:40][N:41]1[CH2:46][CH2:45][O:44][CH2:43][CH2:42]1.C(=O)([O-])[O-].[K+].[K+]. The catalyst class is: 3. (4) Reactant: [C:1]1([CH2:7][CH2:8][NH2:9])[CH:6]=[CH:5][CH:4]=[CH:3][CH:2]=1.[S:10]([OH:14])([OH:13])(=[O:12])=[O:11].CS[C:17](=[NH:19])[NH2:18]. Product: [S:10]([OH:14])([OH:13])(=[O:12])=[O:11].[C:1]1([CH2:7][CH2:8][NH:9][C:17]([NH2:19])=[NH:18])[CH:6]=[CH:5][CH:4]=[CH:3][CH:2]=1.[C:1]1([CH2:7][CH2:8][NH:9][C:17]([NH2:19])=[NH:18])[CH:6]=[CH:5][CH:4]=[CH:3][CH:2]=1. The catalyst class is: 8. (5) The catalyst class is: 49. Reactant: [Br:1][C:2]1[C:14]([CH3:15])=[CH:13][C:12]([C:16](=[O:18])[NH2:17])=[C:11]2[C:3]=1[C:4]1[CH:5]=[CH:6][C:7](C(OCC)=O)=[CH:8][C:9]=1[NH:10]2.[CH3:24][Li].CC[O:28][CH2:29][CH3:30].[NH4+].[Cl-]. Product: [Br:1][C:2]1[C:3]2[C:4]3[C:9](=[CH:8][C:7]([C:29]([OH:28])([CH3:30])[CH3:24])=[CH:6][CH:5]=3)[NH:10][C:11]=2[C:12]([C:16]([NH2:17])=[O:18])=[CH:13][C:14]=1[CH3:15]. (6) Reactant: [CH3:1][O:2][C:3]1[C:8]2[C:9](=O)[CH2:10][O:11][C:7]=2[CH:6]=[CH:5][CH:4]=1.C([O-])(=O)C.[Na+].Cl.[NH2:19][OH:20]. Product: [CH3:1][O:2][C:3]1[C:8]2[C:9](=[N:19][OH:20])[CH2:10][O:11][C:7]=2[CH:6]=[CH:5][CH:4]=1. The catalyst class is: 14. (7) Reactant: [Cl:1][C:2]1[CH:16]=[C:15]([N+:17]([O-])=O)[CH:14]=[CH:13][C:3]=1[O:4][CH:5]([CH3:12])[CH2:6][N:7]([CH2:10][CH3:11])[CH2:8][CH3:9].ClCCl.CO.N. Product: [Cl:1][C:2]1[CH:16]=[C:15]([NH2:17])[CH:14]=[CH:13][C:3]=1[O:4][CH:5]([CH3:12])[CH2:6][N:7]([CH2:8][CH3:9])[CH2:10][CH3:11]. The catalyst class is: 5.